This data is from Full USPTO retrosynthesis dataset with 1.9M reactions from patents (1976-2016). The task is: Predict the reactants needed to synthesize the given product. (1) Given the product [F:30][C:27]1[CH:26]=[CH:25][C:24]([N:21]2[C:16]3[CH:17]=[C:18]4[C@:13]([C:31]([C:33]5[CH:38]=[CH:37][CH:36]=[CH:35][N:34]=5)=[O:32])([CH2:14][C:15]=3[CH:23]=[N:22]2)[CH2:12][N:11]([S:8]([C:5]2[CH:6]=[N:7][C:2]([N:39]3[CH2:43][CH2:42][CH2:41][CH2:40]3)=[CH:3][CH:4]=2)(=[O:10])=[O:9])[CH2:20][CH2:19]4)=[CH:29][CH:28]=1, predict the reactants needed to synthesize it. The reactants are: Cl[C:2]1[N:7]=[CH:6][C:5]([S:8]([N:11]2[CH2:20][CH2:19][C:18]3[C@:13]([C:31]([C:33]4[CH:38]=[CH:37][CH:36]=[CH:35][N:34]=4)=[O:32])([CH2:14][C:15]4[CH:23]=[N:22][N:21]([C:24]5[CH:29]=[CH:28][C:27]([F:30])=[CH:26][CH:25]=5)[C:16]=4[CH:17]=3)[CH2:12]2)(=[O:10])=[O:9])=[CH:4][CH:3]=1.[NH:39]1[CH2:43][CH2:42][CH2:41][CH2:40]1. (2) Given the product [Cl:1][C:2]1[CH:3]=[CH:4][C:5]([N:8]([C@H:12]2[C:21]3[C:16](=[CH:17][CH:18]=[CH:19][CH:20]=3)[N:15]([C:22](=[O:30])[C:23]3[CH:24]=[CH:25][C:26]([O:29][CH2:39][CH2:40][CH2:41][C:42]4[CH:43]=[N:44][CH:45]=[CH:46][CH:47]=4)=[CH:27][CH:28]=3)[C@@H:14]([CH3:31])[CH2:13]2)[C:9](=[O:11])[CH3:10])=[CH:6][CH:7]=1, predict the reactants needed to synthesize it. The reactants are: [Cl:1][C:2]1[CH:7]=[CH:6][C:5]([N:8]([C@H:12]2[C:21]3[C:16](=[CH:17][CH:18]=[CH:19][CH:20]=3)[N:15]([C:22](=[O:30])[C:23]3[CH:28]=[CH:27][C:26]([OH:29])=[CH:25][CH:24]=3)[C@@H:14]([CH3:31])[CH2:13]2)[C:9](=[O:11])[CH3:10])=[CH:4][CH:3]=1.C([O-])([O-])=O.[K+].[K+].Br[CH2:39][CH2:40][CH2:41][C:42]1[CH:43]=[N:44][CH:45]=[CH:46][CH:47]=1. (3) Given the product [OH:8][CH2:9][C@H:10]1[CH2:21][CH2:20][C:19]2[S:18][C:17]3[N:16]=[CH:15][N:14]=[C:13]([O:22][CH:23]4[CH2:24][CH2:25][C:26]([NH:30][C:31](=[O:37])[O:32][C:33]([CH3:36])([CH3:35])[CH3:34])([CH3:29])[CH2:27][CH2:28]4)[C:12]=3[C:11]1=2, predict the reactants needed to synthesize it. The reactants are: [Si]([O:8][CH2:9][C@H:10]1[CH2:21][CH2:20][C:19]2[S:18][C:17]3[N:16]=[CH:15][N:14]=[C:13]([O:22][CH:23]4[CH2:28][CH2:27][C:26]([NH:30][C:31](=[O:37])[O:32][C:33]([CH3:36])([CH3:35])[CH3:34])([CH3:29])[CH2:25][CH2:24]4)[C:12]=3[C:11]1=2)(C(C)(C)C)(C)C. (4) Given the product [F:27][C:28]1[CH:29]=[C:30]([NH:31][C:2]2[CH:7]=[C:6]([N:8]3[CH2:13][CH2:12][N:11]([C:14]4[C:19]([C:20]([F:23])([F:22])[F:21])=[CH:18][CH:17]=[CH:16][N:15]=4)[CH2:10][CH2:9]3)[N:5]=[C:4]([CH2:24][O:25][CH3:26])[N:3]=2)[CH:32]=[CH:33][C:34]=1[F:35], predict the reactants needed to synthesize it. The reactants are: Cl[C:2]1[CH:7]=[C:6]([N:8]2[CH2:13][CH2:12][N:11]([C:14]3[C:19]([C:20]([F:23])([F:22])[F:21])=[CH:18][CH:17]=[CH:16][N:15]=3)[CH2:10][CH2:9]2)[N:5]=[C:4]([CH2:24][O:25][CH3:26])[N:3]=1.[F:27][C:28]1[CH:29]=[C:30]([CH:32]=[CH:33][C:34]=1[F:35])[NH2:31].CC(C)([O-])C.[K+].C1(P(C2CCCCC2)C2C=CC=CC=2C2C=CC=CC=2)CCCCC1.